From a dataset of NCI-60 drug combinations with 297,098 pairs across 59 cell lines. Regression. Given two drug SMILES strings and cell line genomic features, predict the synergy score measuring deviation from expected non-interaction effect. (1) Cell line: TK-10. Drug 1: CC=C1C(=O)NC(C(=O)OC2CC(=O)NC(C(=O)NC(CSSCCC=C2)C(=O)N1)C(C)C)C(C)C. Synergy scores: CSS=31.6, Synergy_ZIP=-0.855, Synergy_Bliss=-0.515, Synergy_Loewe=-50.1, Synergy_HSA=-3.14. Drug 2: C1CC(=O)NC(=O)C1N2C(=O)C3=CC=CC=C3C2=O. (2) Drug 1: C1=CN(C(=O)N=C1N)C2C(C(C(O2)CO)O)O.Cl. Drug 2: C1=NNC2=C1C(=O)NC=N2. Cell line: HOP-62. Synergy scores: CSS=43.6, Synergy_ZIP=-0.755, Synergy_Bliss=-0.304, Synergy_Loewe=-32.5, Synergy_HSA=1.10. (3) Drug 1: C1CCC(C1)C(CC#N)N2C=C(C=N2)C3=C4C=CNC4=NC=N3. Drug 2: CC1=C(C(CCC1)(C)C)C=CC(=CC=CC(=CC(=O)O)C)C. Cell line: HS 578T. Synergy scores: CSS=22.6, Synergy_ZIP=3.79, Synergy_Bliss=9.83, Synergy_Loewe=-0.943, Synergy_HSA=4.44. (4) Drug 1: CC1=C(C(=CC=C1)Cl)NC(=O)C2=CN=C(S2)NC3=CC(=NC(=N3)C)N4CCN(CC4)CCO. Drug 2: CN1C2=C(C=C(C=C2)N(CCCl)CCCl)N=C1CCCC(=O)O.Cl. Cell line: SF-539. Synergy scores: CSS=26.2, Synergy_ZIP=-1.87, Synergy_Bliss=1.65, Synergy_Loewe=-65.2, Synergy_HSA=2.09. (5) Drug 1: C1=CC(=CC=C1CCC2=CNC3=C2C(=O)NC(=N3)N)C(=O)NC(CCC(=O)O)C(=O)O. Drug 2: COC1=NC(=NC2=C1N=CN2C3C(C(C(O3)CO)O)O)N. Cell line: HL-60(TB). Synergy scores: CSS=74.9, Synergy_ZIP=1.10, Synergy_Bliss=0.174, Synergy_Loewe=2.49, Synergy_HSA=4.37. (6) Drug 1: CC1=C(C=C(C=C1)NC2=NC=CC(=N2)N(C)C3=CC4=NN(C(=C4C=C3)C)C)S(=O)(=O)N.Cl. Drug 2: C1=NC2=C(N=C(N=C2N1C3C(C(C(O3)CO)O)F)Cl)N. Cell line: K-562. Synergy scores: CSS=33.0, Synergy_ZIP=-2.05, Synergy_Bliss=-3.12, Synergy_Loewe=-15.3, Synergy_HSA=-1.51.